Predict the reaction yield, written as a fraction of the theoretical maximum amount of product (1.0 means a 100% yield; for example, 0.34 means a 34% yield). From a dataset of Reaction yield outcomes from USPTO patents with 853,638 reactions. The reactants are [NH2:1][S:2]([C:5]1[CH:13]=[CH:12][C:11]([F:14])=[CH:10][C:6]=1[C:7]([OH:9])=O)(=[O:4])=[O:3].NS(C1C=CC(C(O)=O)=CC=1F)(=O)=O.Cl.Cl.[CH3:31][C:32]1[N:36]([CH:37]2[CH2:43][CH:42]3[N:44]([CH2:45][CH2:46][C:47]4([C:53]5[CH:58]=[CH:57][CH:56]=[CH:55][CH:54]=5)[CH2:52][CH2:51][NH:50][CH2:49][CH2:48]4)[CH:39]([CH2:40][CH2:41]3)[CH2:38]2)[C:35]2[CH:59]=[CH:60][CH:61]=[CH:62][C:34]=2[N:33]=1.CC1N(C2CC3N(CCC4(C5C=CC=CC=5)CCN(C(C5C=CC=CC=5S(NC(=O)OC(C)(C)C)(=O)=O)=O)CC4)C(CC3)C2)C2C=CC=CC=2N=1. No catalyst specified. The product is [F:14][C:11]1[CH:12]=[CH:13][C:5]([S:2]([NH2:1])(=[O:3])=[O:4])=[C:6]([C:7]([N:50]2[CH2:49][CH2:48][C:47]([CH2:46][CH2:45][N:44]3[CH:39]4[CH2:40][CH2:41][CH:42]3[CH2:43][CH:37]([N:36]3[C:35]5[CH:59]=[CH:60][CH:61]=[CH:62][C:34]=5[N:33]=[C:32]3[CH3:31])[CH2:38]4)([C:53]3[CH:54]=[CH:55][CH:56]=[CH:57][CH:58]=3)[CH2:52][CH2:51]2)=[O:9])[CH:10]=1. The yield is 0.200.